Dataset: Full USPTO retrosynthesis dataset with 1.9M reactions from patents (1976-2016). Task: Predict the reactants needed to synthesize the given product. (1) The reactants are: C(N(C(C)C)CC)(C)C.[C:10]1([C@@H:16]([NH2:18])[CH3:17])[CH:15]=[CH:14][CH:13]=[CH:12][CH:11]=1.Cl[C:20]1[C:25]([N+:26]([O-:28])=[O:27])=[CH:24][N:23]=[C:22]([C:29]2[N:33]3[CH:34]=[C:35]([F:38])[CH:36]=[CH:37][C:32]3=[N:31][CH:30]=2)[N:21]=1. Given the product [F:38][C:35]1[CH:36]=[CH:37][C:32]2[N:33]([C:29]([C:22]3[N:23]=[C:24]([NH:18][C@H:16]([C:10]4[CH:15]=[CH:14][CH:13]=[CH:12][CH:11]=4)[CH3:17])[C:25]([N+:26]([O-:28])=[O:27])=[CH:20][N:21]=3)=[CH:30][N:31]=2)[CH:34]=1, predict the reactants needed to synthesize it. (2) Given the product [C:34]([NH:7][C@@H:8]1[CH2:12][N:11]([C:13]([O:15][C:16]([CH3:17])([CH3:18])[CH3:19])=[O:14])[C@H:10]([C:20]([O:22][CH3:23])=[O:21])[CH2:9]1)(=[O:41])[C:35]1[CH:40]=[CH:39][CH:38]=[CH:37][CH:36]=1, predict the reactants needed to synthesize it. The reactants are: C(=O)(O)[O-].[Na+].Cl.[NH2:7][C@@H:8]1[CH2:12][N:11]([C:13]([O:15][C:16]([CH3:19])([CH3:18])[CH3:17])=[O:14])[C@H:10]([C:20]([O:22][CH3:23])=[O:21])[CH2:9]1.NC1CNC(C(OC)=O)C1.[C:34](Cl)(=[O:41])[C:35]1[CH:40]=[CH:39][CH:38]=[CH:37][CH:36]=1. (3) The reactants are: [ClH:1].[NH2:2][C:3]1[N:8]=[CH:7][C:6](/[CH:9]=[CH:10]/[C:11]([OH:13])=O)=[CH:5][C:4]=1[CH2:14][N:15]1[CH2:20][CH2:19][N:18]([CH3:21])[CH2:17][CH2:16]1.Cl.[CH3:23][N:24]1[CH2:30][C:29]2[CH:31]=[C:32](/[CH:35]=[CH:36]/[C:37](O)=O)C=N[C:28]=2[NH:27][C:26](=O)[CH2:25]1.CNCC1N(C)C2C(C=1)=CC=CC=2.CNCC1C=CC2C(=CC=CC=2)C=1CCC. Given the product [ClH:1].[NH2:2][C:3]1[N:8]=[CH:7][C:6](/[CH:9]=[CH:10]/[C:11]([N:27]([CH3:28])[CH2:26][C:25]2[N:24]([CH3:23])[C:30]3[C:36]([CH:37]=2)=[CH:35][CH:32]=[CH:31][CH:29]=3)=[O:13])=[CH:5][C:4]=1[CH2:14][N:15]1[CH2:20][CH2:19][N:18]([CH3:21])[CH2:17][CH2:16]1, predict the reactants needed to synthesize it. (4) Given the product [CH3:27][N:28]([CH3:33])[S:29]([N:9]1[C:10]2[C:6](=[CH:5][C:4]([C:20]3[N:24]([S:29](=[O:30])(=[O:34])[N:28]([CH3:33])[CH3:27])[CH:23]=[CH:22][N:21]=3)=[CH:3][C:2]=2[F:1])[C:7](/[CH:11]=[CH:12]/[C:13]2[CH:18]=[CH:17][C:16]([F:19])=[CH:15][CH:14]=2)=[N:8]1)(=[O:31])=[O:30], predict the reactants needed to synthesize it. The reactants are: [F:1][C:2]1[CH:3]=[C:4]([C:20]2[NH:21][CH:22]=[CH:23][N:24]=2)[CH:5]=[C:6]2[C:10]=1[NH:9][N:8]=[C:7]2/[CH:11]=[CH:12]/[C:13]1[CH:18]=[CH:17][C:16]([F:19])=[CH:15][CH:14]=1.[H-].[Na+].[CH3:27][N:28]([CH3:33])[S:29](Cl)(=[O:31])=[O:30].[OH2:34]. (5) Given the product [N:1]1([C:5]([C:7]2[CH:28]=[CH:27][C:10]([O:11][C:12]3[CH:13]=[C:14]([CH:19]=[C:20]([O:22][C@@H:23]([CH3:26])[CH2:24][OH:25])[CH:21]=3)[C:15]([OH:17])=[O:16])=[C:9]([F:29])[CH:8]=2)=[O:6])[CH2:4][CH2:3][CH2:2]1, predict the reactants needed to synthesize it. The reactants are: [N:1]1([C:5]([C:7]2[CH:28]=[CH:27][C:10]([O:11][C:12]3[CH:13]=[C:14]([CH:19]=[C:20]([O:22][C@@H:23]([CH3:26])[CH2:24][OH:25])[CH:21]=3)[C:15]([O:17]C)=[O:16])=[C:9]([F:29])[CH:8]=2)=[O:6])[CH2:4][CH2:3][CH2:2]1.[OH-].[Li+]. (6) Given the product [CH3:1][O:2][C:3](=[O:16])[CH2:4][C:5]1[C:6]([F:15])=[C:7]2[C:12](=[CH:13][CH:14]=1)[N:11]=[CH:10][C:9]([Br:23])=[CH:8]2, predict the reactants needed to synthesize it. The reactants are: [CH3:1][O:2][C:3](=[O:16])[CH2:4][C:5]1[C:6]([F:15])=[C:7]2[C:12](=[CH:13][CH:14]=1)[N:11]=[CH:10][CH:9]=[CH:8]2.N1C=CC=CC=1.[Br:23]Br.